From a dataset of Full USPTO retrosynthesis dataset with 1.9M reactions from patents (1976-2016). Predict the reactants needed to synthesize the given product. (1) Given the product [Cl:38][C:35]1[CH:34]=[CH:33][C:32]([NH:31][C:24]2[CH:23]=[CH:22][C:21]([O:20][C:19]3[CH:18]=[CH:17][C:16]([NH:15][CH3:13])=[CH:40][CH:39]=3)=[CH:30][C:25]=2[C:26]([O:28][CH3:29])=[O:27])=[CH:37][CH:36]=1, predict the reactants needed to synthesize it. The reactants are: C(O)(C(F)(F)F)=O.C(O[C:13]([N:15](C)[C:16]1[CH:40]=[CH:39][C:19]([O:20][C:21]2[CH:22]=[CH:23][C:24]([NH:31][C:32]3[CH:37]=[CH:36][C:35]([Cl:38])=[CH:34][CH:33]=3)=[C:25]([CH:30]=2)[C:26]([O:28][CH3:29])=[O:27])=[CH:18][CH:17]=1)=O)(C)(C)C. (2) Given the product [F:45][C:43]([F:44])([F:46])[C:41]1[CH:40]=[C:5]([CH:4]=[C:3]([C:2]([F:48])([F:47])[F:1])[CH:42]=1)[CH2:6][N:7]([CH2:21][C:22]1[C:23]([N:32]([CH2:36][CH:37]2[CH2:38][CH2:39]2)[CH2:33][CH2:34][CH3:35])=[N:24][C:25]2[C:30]([CH:31]=1)=[CH:29][CH:28]=[CH:27][CH:26]=2)[C:8]1[N:9]=[N:10][N:11]([C:13]([CH3:19])([CH3:20])[C:14]([OH:16])=[O:15])[N:12]=1, predict the reactants needed to synthesize it. The reactants are: [F:1][C:2]([F:48])([F:47])[C:3]1[CH:4]=[C:5]([CH:40]=[C:41]([C:43]([F:46])([F:45])[F:44])[CH:42]=1)[CH2:6][N:7]([CH2:21][C:22]1[C:23]([N:32]([CH2:36][CH:37]2[CH2:39][CH2:38]2)[CH2:33][CH2:34][CH3:35])=[N:24][C:25]2[C:30]([CH:31]=1)=[CH:29][CH:28]=[CH:27][CH:26]=2)[C:8]1[N:9]=[N:10][N:11]([C:13]([CH3:20])([CH3:19])[C:14]([O:16]CC)=[O:15])[N:12]=1.O.[OH-].[Li+].C(OCC)C.Cl. (3) Given the product [CH2:4]([O:3][C:1]([NH:11][C@H:12]([C:17]([NH:21][C@H:22]1[CH2:27][CH2:26][O:25][C:23]1=[O:24])=[O:19])[CH2:13][CH:14]([CH3:15])[CH3:16])=[O:2])[C:5]1[CH:6]=[CH:7][CH:8]=[CH:9][CH:10]=1, predict the reactants needed to synthesize it. The reactants are: [C:1]([NH:11][C@H:12]([C:17]([OH:19])=O)[CH2:13][CH:14]([CH3:16])[CH3:15])([O:3][CH2:4][C:5]1[CH:10]=[CH:9][CH:8]=[CH:7][CH:6]=1)=[O:2].Br.[NH2:21][C@H:22]1[CH2:27][CH2:26][O:25][C:23]1=[O:24].C1C=CC2N(O)N=NC=2C=1.Cl.CN(C)CCCN=C=NCC.C(N(CC)C(C)C)(C)C. (4) Given the product [Cl:1][C:2]1[CH:3]=[C:4]([O:8][CH:9]([CH2:19][CH3:20])[C:10]([N:12]([CH3:23])[C:13]([CH3:14])([C:15]#[C:16][CH3:17])[CH3:18])=[O:11])[CH:5]=[N:6][CH:7]=1, predict the reactants needed to synthesize it. The reactants are: [Cl:1][C:2]1[CH:3]=[C:4]([O:8][CH:9]([CH2:19][CH3:20])[C:10]([NH:12][C:13]([CH3:18])([C:15]#[C:16][CH3:17])[CH3:14])=[O:11])[CH:5]=[N:6][CH:7]=1.[H-].[Na+].[CH3:23]I. (5) Given the product [Cl:30][C:31]1[CH:32]=[CH:33][C:34]([O:40][C:41]([F:42])([F:43])[F:44])=[C:35]([C:2]2[CH:7]=[CH:6][N:5]([CH:8]([CH2:25][CH:26]3[CH2:28][CH2:27]3)[C:9]([NH:11][C:12]3[CH:13]=[CH:14][C:15]([C:16]([O:18][C:19]([CH3:22])([CH3:21])[CH3:20])=[O:17])=[CH:23][CH:24]=3)=[O:10])[C:4](=[O:29])[CH:3]=2)[CH:36]=1, predict the reactants needed to synthesize it. The reactants are: Br[C:2]1[CH:7]=[CH:6][N:5]([CH:8]([CH2:25][CH:26]2[CH2:28][CH2:27]2)[C:9]([NH:11][C:12]2[CH:24]=[CH:23][C:15]([C:16]([O:18][C:19]([CH3:22])([CH3:21])[CH3:20])=[O:17])=[CH:14][CH:13]=2)=[O:10])[C:4](=[O:29])[CH:3]=1.[Cl:30][C:31]1[CH:32]=[CH:33][C:34]([O:40][C:41]([F:44])([F:43])[F:42])=[C:35](B(O)O)[CH:36]=1.C(=O)([O-])[O-].[Na+].[Na+]. (6) Given the product [N+:21]([C:3]1[C:4]2[C:9](=[CH:8][CH:7]=[CH:6][CH:5]=2)[NH:1][C:2]=1[C:10]1[C:11](=[O:20])[NH:12][C:13]2[C:18]([N:19]=1)=[CH:17][CH:16]=[CH:15][CH:14]=2)([O-:23])=[O:22], predict the reactants needed to synthesize it. The reactants are: [NH:1]1[C:9]2[C:4](=[CH:5][CH:6]=[CH:7][CH:8]=2)[CH:3]=[C:2]1[C:10]1[C:11](=[O:20])[NH:12][C:13]2[C:18]([N:19]=1)=[CH:17][CH:16]=[CH:15][CH:14]=2.[N:21]([O:23]CCC(C)C)=[O:22].